From a dataset of Full USPTO retrosynthesis dataset with 1.9M reactions from patents (1976-2016). Predict the reactants needed to synthesize the given product. (1) The reactants are: [CH3:1][C:2]1[O:6][C:5]([C:7]2[CH:12]=[CH:11][CH:10]=[CH:9][CH:8]=2)=[N:4][C:3]=1[CH2:13][O:14][C:15]1[CH:23]=[CH:22][C:18]([CH2:19][O:20][NH2:21])=[CH:17][CH:16]=1.O=[C:25]([C:35]1[CH:40]=[CH:39][CH:38]=[CH:37][CH:36]=1)[CH2:26][CH2:27][CH2:28][CH2:29][C:30]([O:32][CH2:33][CH3:34])=[O:31].C(O)(=O)C.C([O-])(=O)C.[Na+]. Given the product [CH3:1][C:2]1[O:6][C:5]([C:7]2[CH:8]=[CH:9][CH:10]=[CH:11][CH:12]=2)=[N:4][C:3]=1[CH2:13][O:14][C:15]1[CH:16]=[CH:17][C:18]([CH2:19][O:20]/[N:21]=[C:25](/[C:35]2[CH:36]=[CH:37][CH:38]=[CH:39][CH:40]=2)\[CH2:26][CH2:27][CH2:28][CH2:29][C:30]([O:32][CH2:33][CH3:34])=[O:31])=[CH:22][CH:23]=1, predict the reactants needed to synthesize it. (2) Given the product [CH3:10][O:11][C:12](=[O:22])/[C:13](/[C:49]1[CH:50]=[CH:51][C:46]([S:43]([CH3:42])(=[O:45])=[O:44])=[CH:47][CH:48]=1)=[CH:14]/[CH:15]1[CH2:20][CH2:19][CH2:18][CH2:17][CH2:16]1, predict the reactants needed to synthesize it. The reactants are: BrCCBr.C[Si](Cl)(C)C.[CH3:10][O:11][C:12](=[O:22])/[C:13](/I)=[CH:14]\[CH:15]1[CH2:20][CH2:19][CH2:18][CH2:17][CH2:16]1.C1(P(C2C=CC=CC=2)C2C=CC=CC=2)C=CC=CC=1.[CH3:42][S:43]([C:46]1[CH:51]=[CH:50][C:49](Br)=[CH:48][CH:47]=1)(=[O:45])=[O:44].[Cl-].[NH4+]. (3) Given the product [C:10]([O:14][C:15](=[O:30])[CH2:16][N:17]([CH2:18][C:19]1[CH:24]=[C:23]([C:25]([O:27][CH2:28][CH3:29])=[O:26])[CH:22]=[CH:21][N:20]=1)[C:33](=[O:34])[C:32]([F:43])([F:42])[F:31])([CH3:13])([CH3:12])[CH3:11], predict the reactants needed to synthesize it. The reactants are: CCN(C(C)C)C(C)C.[C:10]([O:14][C:15](=[O:30])[CH2:16][NH:17][CH2:18][C:19]1[CH:24]=[C:23]([C:25]([O:27][CH2:28][CH3:29])=[O:26])[CH:22]=[CH:21][N:20]=1)([CH3:13])([CH3:12])[CH3:11].[F:31][C:32]([F:43])([F:42])[C:33](O[C:33](=[O:34])[C:32]([F:43])([F:42])[F:31])=[O:34]. (4) The reactants are: [CH3:1][CH2:2][CH2:3][CH2:4][CH2:5][CH2:6][CH2:7][CH2:8]/[CH:9]=[CH:10]\[CH2:11][CH2:12][CH2:13][CH2:14][CH2:15][CH2:16][CH2:17][C:18]([O:20][CH2:21][CH:22]([OH:30])[C@H:23]1[O:27][CH2:26][C@H:25]([OH:28])[C@H:24]1[OH:29])=[O:19].O. Given the product [CH2:18]([OH:19])[CH3:17].[CH3:1][CH2:2][CH2:3][CH2:4][CH2:5][CH2:6][CH2:7][CH2:8]/[CH:9]=[CH:10]\[CH2:11][CH2:12][CH2:13][CH2:14][CH2:15][CH2:16][CH2:17][C:18]([O:20][CH2:21][C@@H:22]([OH:30])[C@H:23]1[O:27][CH2:26][C@H:25]([OH:28])[C@H:24]1[OH:29])=[O:19], predict the reactants needed to synthesize it. (5) The reactants are: [NH2:1][C:2]1[CH:7]=[CH:6][C:5]([C:8]2[S:12][C:11]([C:13]34[CH2:22][CH:17]5[CH2:18][CH:19]([CH2:21][C:15]([C:23]([O:25][CH3:26])=[O:24])([CH2:16]5)[CH2:14]3)[CH2:20]4)=[N:10][CH:9]=2)=[CH:4][CH:3]=1.[N:27]([C:30]1[CH:35]=[CH:34][CH:33]=[C:32]([C:36]([F:39])([F:38])[F:37])[CH:31]=1)=[C:28]=[O:29]. Given the product [F:37][C:36]([F:38])([F:39])[C:32]1[CH:31]=[C:30]([NH:27][C:28](=[O:29])[NH:1][C:2]2[CH:7]=[CH:6][C:5]([C:8]3[S:12][C:11]([C:13]45[CH2:22][CH:17]6[CH2:18][CH:19]([CH2:21][C:15]([C:23]([O:25][CH3:26])=[O:24])([CH2:16]6)[CH2:14]4)[CH2:20]5)=[N:10][CH:9]=3)=[CH:4][CH:3]=2)[CH:35]=[CH:34][CH:33]=1, predict the reactants needed to synthesize it. (6) Given the product [CH3:37][O:36][C:30]1[N:31]=[C:32]([O:34][CH3:35])[N:33]=[C:28]([C:20]([C:21]2[CH:22]=[CH:23][CH:24]=[C:25]([F:27])[C:26]=2[NH:18][S:15]([CH:14]([F:39])[F:13])(=[O:17])=[O:16])=[O:8])[N:29]=1, predict the reactants needed to synthesize it. The reactants are: [Mn]([O-])(=O)(=O)=O.[K+].C(=O)([O-])[O-:8].[K+].[K+].[F:13][CH:14]([F:39])[S:15]([N:18]1[C:26]2[C:21](=[CH:22][CH:23]=[CH:24][C:25]=2[F:27])[C:20]([C:28]2[N:33]=[C:32]([O:34][CH3:35])[N:31]=[C:30]([O:36][CH3:37])[N:29]=2)=C1O)(=[O:17])=[O:16].S(=O)(=O)(O)O.S([O-])([O-])=O.[Na+].[Na+]. (7) Given the product [Br:1][C:2]1[C:11]2[C:10]([CH3:13])([CH3:12])[CH2:9][CH:8]=[C:7]([CH:14]([CH3:16])[CH3:15])[C:6]=2[CH:5]=[C:4](/[C:17](/[CH3:22])=[C:18](/[F:21])\[CH:19]=[O:20])[C:3]=1[O:23][CH2:24][CH2:25][CH3:26], predict the reactants needed to synthesize it. The reactants are: [Br:1][C:2]1[C:11]2[C:10]([CH3:13])([CH3:12])[CH2:9][CH:8]=[C:7]([CH:14]([CH3:16])[CH3:15])[C:6]=2[CH:5]=[C:4](/[C:17](/[CH3:22])=[C:18](/[F:21])\[CH2:19][OH:20])[C:3]=1[O:23][CH2:24][CH2:25][CH3:26].C[N+]1([O-])CCOCC1.ClCCl. (8) Given the product [Cl:26][C:24]1[CH:25]=[C:5]([Cl:4])[C:6]([O:7][C:8]2[N:12]([CH3:13])[N:11]=[C:10]([CH3:14])[C:9]=2[C:15]([N:17]2[CH2:21][CH2:20][CH2:19][CH2:18]2)=[O:16])=[CH:22][C:23]=1[OH:27], predict the reactants needed to synthesize it. The reactants are: Cl.CO.[Cl:4][C:5]1[CH:25]=[C:24]([Cl:26])[C:23]([O:27]CC2C=CC(OC)=CC=2)=[CH:22][C:6]=1[O:7][C:8]1[N:12]([CH3:13])[N:11]=[C:10]([CH3:14])[C:9]=1[C:15]([N:17]1[CH2:21][CH2:20][CH2:19][CH2:18]1)=[O:16].